This data is from Reaction yield outcomes from USPTO patents with 853,638 reactions. The task is: Predict the reaction yield, written as a fraction of the theoretical maximum amount of product (1.0 means a 100% yield; for example, 0.34 means a 34% yield). (1) The reactants are [Br:1][C:2]1[CH:10]=[CH:9][CH:8]=[C:7]2[C:3]=1[C:4]1([C:19]3[CH:20]=[C:21]([F:25])[C:22]([F:24])=[CH:23][C:18]=3[O:17][CH2:16]1)[C:5](=[O:15])[N:6]2[CH2:11][C:12]([OH:14])=O.C(Cl)(=O)C(Cl)=O.[F:32][C:33]1[CH:39]=[CH:38][CH:37]=[CH:36][C:34]=1[NH2:35].ClCCl. The catalyst is C1(C)C=CC=CC=1.CN(C=O)C. The product is [Br:1][C:2]1[CH:10]=[CH:9][CH:8]=[C:7]2[C:3]=1[C:4]1([C:19]3[CH:20]=[C:21]([F:25])[C:22]([F:24])=[CH:23][C:18]=3[O:17][CH2:16]1)[C:5](=[O:15])[N:6]2[CH2:11][C:12]([NH:35][C:34]1[CH:36]=[CH:37][CH:38]=[CH:39][C:33]=1[F:32])=[O:14]. The yield is 0.760. (2) The reactants are [F:1][C:2]1[CH:7]=[CH:6][C:5]([F:8])=[CH:4][C:3]=1[O:9][C:10]1[CH:15]=[CH:14][C:13](I)=[CH:12][CH:11]=1.[CH3:17][C:18]1([CH3:34])[C:22]([CH3:24])([CH3:23])[O:21][B:20]([B:20]2[O:21][C:22]([CH3:24])([CH3:23])[C:18]([CH3:34])([CH3:17])[O:19]2)[O:19]1.C([O-])(=O)C.[K+]. The catalyst is CN(C)C=O.O.CC([O-])=O.CC([O-])=O.[Pd+2]. The product is [F:1][C:2]1[CH:7]=[CH:6][C:5]([F:8])=[CH:4][C:3]=1[O:9][C:10]1[CH:15]=[CH:14][C:13]([B:20]2[O:21][C:22]([CH3:24])([CH3:23])[C:18]([CH3:34])([CH3:17])[O:19]2)=[CH:12][CH:11]=1. The yield is 0.750. (3) The reactants are [CH3:1][N:2]([CH:10]1[CH2:15][CH2:14][N:13]([CH3:16])[CH2:12][CH2:11]1)[C:3]1[CH:8]=[CH:7][CH:6]=[C:5]([NH2:9])[N:4]=1.[CH:17]1([C:20]([Cl:22])=[O:21])[CH2:19][CH2:18]1. The catalyst is N1C=CC=CC=1. The product is [ClH:22].[CH3:1][N:2]([CH:10]1[CH2:15][CH2:14][N:13]([CH3:16])[CH2:12][CH2:11]1)[C:3]1[N:4]=[C:5]([NH:9][C:20]([CH:17]2[CH2:19][CH2:18]2)=[O:21])[CH:6]=[CH:7][CH:8]=1. The yield is 0.740. (4) The reactants are CCN(C(C)C)C(C)C.OC(C(F)(F)F)=O.[NH2:17][CH2:18][C:19]([N:21]1[CH2:26][CH2:25][N:24]([C:27](=[O:38])[C:28]2[CH:33]=[CH:32][CH:31]=[CH:30][C:29]=2[C:34]([F:37])([F:36])[F:35])[CH2:23][CH2:22]1)=[O:20].C1C=CC2N(O)N=NC=2C=1.CCN=C=NCCCN(C)C.Cl.[C:61]1([C:67]2[CH:68]=[CH:69][C:70]([C:73](O)=[O:74])=[N:71][CH:72]=2)[CH:66]=[CH:65][CH:64]=[CH:63][CH:62]=1. The catalyst is CN(C=O)C.O. The product is [O:20]=[C:19]([N:21]1[CH2:22][CH2:23][N:24]([C:27](=[O:38])[C:28]2[CH:33]=[CH:32][CH:31]=[CH:30][C:29]=2[C:34]([F:37])([F:35])[F:36])[CH2:25][CH2:26]1)[CH2:18][NH:17][C:73]([C:70]1[CH:69]=[CH:68][C:67]([C:61]2[CH:62]=[CH:63][CH:64]=[CH:65][CH:66]=2)=[CH:72][N:71]=1)=[O:74]. The yield is 0.733. (5) The reactants are [CH3:1][O:2][C:3]1[CH:8]=[C:7]([N+:9]([O-:11])=[O:10])[CH:6]=[CH:5][C:4]=1[N:12]1[CH2:16][CH2:15][C@@H:14]([OH:17])[CH2:13]1.Cl[Si:19]([CH:26]([CH3:28])[CH3:27])([CH:23]([CH3:25])[CH3:24])[CH:20]([CH3:22])[CH3:21]. The catalyst is N1C=CC=CC=1. The product is [CH3:1][O:2][C:3]1[CH:8]=[C:7]([N+:9]([O-:11])=[O:10])[CH:6]=[CH:5][C:4]=1[N:12]1[CH2:16][CH2:15][C@@H:14]([O:17][Si:19]([CH:26]([CH3:28])[CH3:27])([CH:23]([CH3:25])[CH3:24])[CH:20]([CH3:22])[CH3:21])[CH2:13]1. The yield is 0.990. (6) The reactants are [F:1][C:2]1[CH:3]=[C:4]([CH:11]=[CH:12][CH:13]=1)[O:5][CH2:6][CH2:7][C:8]([OH:10])=O.C(Cl)(=O)C(Cl)=O.[Cl-].[Cl-].[Cl-].[Al+3].Cl. The catalyst is ClCCl.CN(C)C=O. The product is [F:1][C:2]1[CH:3]=[C:4]2[C:11]([C:8](=[O:10])[CH2:7][CH2:6][O:5]2)=[CH:12][CH:13]=1. The yield is 0.400. (7) The reactants are [Cl:1][C:2]1[CH:7]=[CH:6][C:5]([C:8](=[O:22])[CH2:9][CH2:10][C:11]([C:13]2[CH:18]=[CH:17][C:16]([N+:19]([O-:21])=[O:20])=[CH:15][CH:14]=2)=[O:12])=[CH:4][C:3]=1[N+:23]([O-:25])=[O:24].[BH4-].[Na+]. The catalyst is CCO. The product is [Cl:1][C:2]1[CH:7]=[CH:6][C:5]([CH:8]([OH:22])[CH2:9][CH2:10][CH:11]([C:13]2[CH:14]=[CH:15][C:16]([N+:19]([O-:21])=[O:20])=[CH:17][CH:18]=2)[OH:12])=[CH:4][C:3]=1[N+:23]([O-:25])=[O:24]. The yield is 0.920. (8) The reactants are C([O:8][CH2:9][CH2:10][O:11][C:12]1[C:17]([CH3:18])=[CH:16][C:15]([C:19]2[N:28]=[C:27](Cl)[C:26]3[C:21](=[CH:22][C:23]([O:32][CH3:33])=[CH:24][C:25]=3[O:30][CH3:31])[N:20]=2)=[CH:14][C:13]=1[CH3:34])C1C=CC=CC=1.CO.C([O-])=O.[NH4+]. The catalyst is C1COCC1.[Pd]. The product is [CH3:31][O:30][C:25]1[CH:24]=[C:23]([O:32][CH3:33])[CH:22]=[C:21]2[C:26]=1[CH:27]=[N:28][C:19]([C:15]1[CH:16]=[C:17]([CH3:18])[C:12]([O:11][CH2:10][CH2:9][OH:8])=[C:13]([CH3:34])[CH:14]=1)=[N:20]2. The yield is 0.250.